From a dataset of NCI-60 drug combinations with 297,098 pairs across 59 cell lines. Regression. Given two drug SMILES strings and cell line genomic features, predict the synergy score measuring deviation from expected non-interaction effect. (1) Drug 1: C1=NC2=C(N1)C(=S)N=CN2. Drug 2: CCC1(C2=C(COC1=O)C(=O)N3CC4=CC5=C(C=CC(=C5CN(C)C)O)N=C4C3=C2)O.Cl. Cell line: OVCAR-5. Synergy scores: CSS=44.3, Synergy_ZIP=-14.3, Synergy_Bliss=-4.07, Synergy_Loewe=-24.9, Synergy_HSA=-0.488. (2) Cell line: TK-10. Synergy scores: CSS=29.9, Synergy_ZIP=0.299, Synergy_Bliss=0.0113, Synergy_Loewe=-5.88, Synergy_HSA=1.65. Drug 1: C1=C(C(=O)NC(=O)N1)F. Drug 2: C(CN)CNCCSP(=O)(O)O. (3) Drug 1: CC(C1=C(C=CC(=C1Cl)F)Cl)OC2=C(N=CC(=C2)C3=CN(N=C3)C4CCNCC4)N. Drug 2: CC1=CC=C(C=C1)C2=CC(=NN2C3=CC=C(C=C3)S(=O)(=O)N)C(F)(F)F. Cell line: EKVX. Synergy scores: CSS=8.07, Synergy_ZIP=-2.96, Synergy_Bliss=-1.23, Synergy_Loewe=0.208, Synergy_HSA=-0.0743. (4) Drug 1: C1=CN(C=N1)CC(O)(P(=O)(O)O)P(=O)(O)O. Drug 2: COC1=C2C(=CC3=C1OC=C3)C=CC(=O)O2. Cell line: ACHN. Synergy scores: CSS=-3.37, Synergy_ZIP=1.85, Synergy_Bliss=-2.47, Synergy_Loewe=-3.42, Synergy_HSA=-5.70. (5) Drug 1: C1=NC2=C(N1)C(=S)N=C(N2)N. Drug 2: C1C(C(OC1N2C=NC3=C(N=C(N=C32)Cl)N)CO)O. Cell line: HCT116. Synergy scores: CSS=33.8, Synergy_ZIP=-4.60, Synergy_Bliss=-7.03, Synergy_Loewe=-6.71, Synergy_HSA=-5.93. (6) Synergy scores: CSS=13.5, Synergy_ZIP=-3.64, Synergy_Bliss=-2.87, Synergy_Loewe=-25.7, Synergy_HSA=-2.37. Cell line: UO-31. Drug 2: C(CN)CNCCSP(=O)(O)O. Drug 1: C1CCC(C1)C(CC#N)N2C=C(C=N2)C3=C4C=CNC4=NC=N3. (7) Drug 1: C1C(C(OC1N2C=NC3=C(N=C(N=C32)Cl)N)CO)O. Drug 2: CN1C2=C(C=C(C=C2)N(CCCl)CCCl)N=C1CCCC(=O)O.Cl. Cell line: HCC-2998. Synergy scores: CSS=42.1, Synergy_ZIP=3.46, Synergy_Bliss=-1.81, Synergy_Loewe=-6.55, Synergy_HSA=-0.812. (8) Drug 1: C1CC(C1)(C(=O)O)C(=O)O.[NH2-].[NH2-].[Pt+2]. Cell line: MOLT-4. Drug 2: C1=CN(C=N1)CC(O)(P(=O)(O)O)P(=O)(O)O. Synergy scores: CSS=68.0, Synergy_ZIP=5.64, Synergy_Bliss=0.299, Synergy_Loewe=-3.74, Synergy_HSA=-2.95. (9) Drug 1: C1CN1C2=NC(=NC(=N2)N3CC3)N4CC4. Drug 2: CC(C)NC(=O)C1=CC=C(C=C1)CNNC.Cl. Cell line: HCT-15. Synergy scores: CSS=30.7, Synergy_ZIP=-7.65, Synergy_Bliss=-9.26, Synergy_Loewe=-18.4, Synergy_HSA=-8.12. (10) Drug 1: CC1CC2CCC3C(=C)CC(O3)CCC45CC6C(O4)C7C(O6)C(O5)C8C(O7)CCC(O8)CC(=O)CC9C(CC(C1=C)O2)OC(C9OC)CC(CN)O.CS(=O)(=O)O. Drug 2: CC1C(C(CC(O1)OC2CC(CC3=C2C(=C4C(=C3O)C(=O)C5=CC=CC=C5C4=O)O)(C(=O)C)O)N)O. Cell line: MDA-MB-435. Synergy scores: CSS=46.6, Synergy_ZIP=-11.9, Synergy_Bliss=-22.3, Synergy_Loewe=-20.0, Synergy_HSA=-18.4.